Predict the reaction yield, written as a fraction of the theoretical maximum amount of product (1.0 means a 100% yield; for example, 0.34 means a 34% yield). From a dataset of Reaction yield outcomes from USPTO patents with 853,638 reactions. (1) The reactants are [C:1]([Mg]Br)#[C:2][CH3:3].[CH3:6][C:7]1([CH3:31])[O:12][C:11](=[O:13])[C:10](=[CH:14][C:15]2[CH:20]=[CH:19][C:18]([S:21][CH2:22][C:23]3[CH:28]=[CH:27][CH:26]=[CH:25][C:24]=3[CH3:29])=[CH:17][CH:16]=2)[C:9](=[O:30])[O:8]1.[NH4+].[Cl-]. The catalyst is C1COCC1. The product is [CH3:6][C:7]1([CH3:31])[O:12][C:11](=[O:13])[CH:10]([CH:14]([C:15]2[CH:16]=[CH:17][C:18]([S:21][CH2:22][C:23]3[CH:28]=[CH:27][CH:26]=[CH:25][C:24]=3[CH3:29])=[CH:19][CH:20]=2)[C:1]#[C:2][CH3:3])[C:9](=[O:30])[O:8]1. The yield is 0.150. (2) The reactants are [F:1][C:2]1[C:7]2[CH:8]=[CH:9][O:10][C:6]=2[C:5]([C:11]2[CH:16]=[CH:15][C:14]([OH:17])=[CH:13][CH:12]=2)=[CH:4][C:3]=1[F:18].[H][H]. The catalyst is C(O)(=O)C.[C].[Pd]. The product is [F:1][C:2]1[C:7]2[CH2:8][CH2:9][O:10][C:6]=2[C:5]([C:11]2[CH:12]=[CH:13][C:14]([OH:17])=[CH:15][CH:16]=2)=[CH:4][C:3]=1[F:18]. The yield is 0.590. (3) The reactants are [Br:1][C:2]1[C:7]([OH:8])=[CH:6][CH:5]=[C:4]([I:9])[N:3]=1.Cl[C:11]([F:16])([F:15])C([O-])=O.[Na+].[OH-].[Na+]. The catalyst is CN(C=O)C. The product is [Br:1][C:2]1[C:7]([O:8][CH:11]([F:16])[F:15])=[CH:6][CH:5]=[C:4]([I:9])[N:3]=1. The yield is 0.590. (4) The reactants are [F:1][C:2]([F:27])([F:26])[C:3]1[CH:8]=[CH:7][C:6]([C:9]([C:16]2[CH:21]=[CH:20][C:19]([C:22]([F:25])([F:24])[F:23])=[CH:18][CH:17]=2)=[CH:10][C:11](OCC)=O)=[CH:5][CH:4]=1.[H-].C([Al+]CC(C)C)C(C)C.C1(C)C=CC=CC=1.O.O.O.O.C(C(C(C([O-])=O)O)O)([O-])=O.[K+].[Na+].CC(C)([O-])C.[K+].[CH3:67][CH2:68][O:69][C:70]([CH:72](P(OCC)(OCC)=O)[CH3:73])=[O:71].[Cl-].[NH4+]. The catalyst is ClCCl.C1COCC1.[O-2].[O-2].[Mn+4].C(O)(=O)C. The product is [F:1][C:2]([F:26])([F:27])[C:3]1[CH:8]=[CH:7][C:6]([C:9]([C:16]2[CH:21]=[CH:20][C:19]([C:22]([F:25])([F:24])[F:23])=[CH:18][CH:17]=2)=[CH:10]/[CH:11]=[C:72](\[CH3:73])/[C:70]([O:69][CH2:68][CH3:67])=[O:71])=[CH:5][CH:4]=1. The yield is 0.310. (5) The reactants are [NH2:1][CH2:2][CH2:3][NH:4][C:5]1[CH:10]=[CH:9][C:8]([N+:11]([O-:13])=[O:12])=[CH:7][N:6]=1.C(N(CC)CC)C.[Cl:21][CH2:22][C:23](Cl)=[O:24].C(O)C. The catalyst is C(Cl)Cl. The product is [Cl:21][CH2:22][C:23]([NH:1][CH2:2][CH2:3][NH:4][C:5]1[CH:10]=[CH:9][C:8]([N+:11]([O-:13])=[O:12])=[CH:7][N:6]=1)=[O:24]. The yield is 0.570. (6) The reactants are [CH2:1]([N:3]1[CH:11]=[C:10]2[C:5]([CH:6]=[C:7]([C:13]([NH:15][C:16]3[CH:21]=[CH:20][C:19]([CH3:22])=[CH:18][N:17]=3)=[O:14])[CH:8]=[C:9]2[OH:12])=[N:4]1)[CH3:2].Cl[C:24]1[N:25]=[CH:26][C:27]([C:30]([N:32]2[CH2:37][CH2:36][O:35][CH2:34][CH2:33]2)=[O:31])=[N:28][CH:29]=1.C(=O)([O-])[O-].[K+].[K+]. The catalyst is CN(C)C=O.C(OCC)(=O)C. The product is [CH2:1]([N:3]1[CH:11]=[C:10]2[C:5]([CH:6]=[C:7]([C:13]([NH:15][C:16]3[CH:21]=[CH:20][C:19]([CH3:22])=[CH:18][N:17]=3)=[O:14])[CH:8]=[C:9]2[O:12][C:24]2[CH:29]=[N:28][C:27]([C:30]([N:32]3[CH2:37][CH2:36][O:35][CH2:34][CH2:33]3)=[O:31])=[CH:26][N:25]=2)=[N:4]1)[CH3:2]. The yield is 0.520.